From a dataset of Reaction yield outcomes from USPTO patents with 853,638 reactions. Predict the reaction yield, written as a fraction of the theoretical maximum amount of product (1.0 means a 100% yield; for example, 0.34 means a 34% yield). (1) The reactants are [C:1]([CH2:4][S:5][C:6]1[N:11]=[C:10](OS(C(F)(F)F)(=O)=O)[CH:9]=[C:8]([CH2:20][CH2:21][CH3:22])[C:7]=1[C:23]#[N:24])(=[O:3])[NH2:2].Cl.Cl.Cl.[NH:28]1[CH2:33][CH2:32][CH:31]([NH:34][CH2:35][CH:36]([OH:45])[CH2:37][O:38][C:39]2[CH:44]=[CH:43][N:42]=[CH:41][CH:40]=2)[CH2:30][CH2:29]1.C[O-].[Na+].CO. The catalyst is CN(C=O)C. The product is [NH2:24][C:23]1[C:7]2[C:6](=[N:11][C:10]([N:28]3[CH2:33][CH2:32][CH:31]([NH:34][CH2:35][CH:36]([OH:45])[CH2:37][O:38][C:39]4[CH:40]=[CH:41][N:42]=[CH:43][CH:44]=4)[CH2:30][CH2:29]3)=[CH:9][C:8]=2[CH2:20][CH2:21][CH3:22])[S:5][C:4]=1[C:1]([NH2:2])=[O:3]. The yield is 0.285. (2) The reactants are [CH3:1][O:2][C:3]1[CH:4]=[C:5]([C:11]2[CH2:15][CH:14]([CH2:16][CH2:17][CH:18]=O)[O:13][N:12]=2)[CH:6]=[CH:7][C:8]=1[O:9][CH3:10].[C:20]1([N:26]2[CH2:31][CH2:30][NH:29][CH2:28][CH2:27]2)[CH:25]=[CH:24][CH:23]=[CH:22][CH:21]=1.[BH-](OC(C)=O)(OC(C)=O)OC(C)=O.[Na+]. The catalyst is C(Cl)Cl. The product is [CH3:1][O:2][C:3]1[CH:4]=[C:5]([C:11]2[CH2:15][CH:14]([CH2:16][CH2:17][CH2:18][N:29]3[CH2:30][CH2:31][N:26]([C:20]4[CH:25]=[CH:24][CH:23]=[CH:22][CH:21]=4)[CH2:27][CH2:28]3)[O:13][N:12]=2)[CH:6]=[CH:7][C:8]=1[O:9][CH3:10]. The yield is 0.901. (3) The reactants are [C:1](=O)([O-])[O-].[K+].[K+].CI.[OH:9][C:10]1[CH:14]=[C:13]([C:15]([F:18])([F:17])[F:16])[N:12]([CH3:19])[N:11]=1.O. The catalyst is CN(C)C=O. The product is [CH3:1][O:9][C:10]1[CH:14]=[C:13]([C:15]([F:16])([F:18])[F:17])[N:12]([CH3:19])[N:11]=1. The yield is 0.907. (4) The reactants are [Cl:1][C:2]1[CH:3]=[C:4]([CH:12]([CH3:16])[C:13]([OH:15])=O)[CH:5]=[CH:6][C:7]=1[S:8]([CH3:11])(=[O:10])=[O:9].ON1C2C=CC=CC=2N=N1.F[B-](F)(F)F.N1(OC(N(C)C)=[N+](C)C)C2C=CC=CC=2N=N1.C(N(C(C)C)C(C)C)C.[Cl:58][C:59]1[CH:60]=[C:61]([N:65]2[C:69]([CH2:70][NH2:71])=[CH:68][C:67]([C:72]([F:75])([F:74])[F:73])=[N:66]2)[CH:62]=[CH:63][CH:64]=1. The catalyst is C1COCC1. The product is [Cl:1][C:2]1[CH:3]=[C:4]([CH:12]([CH3:16])[C:13]([NH:71][CH2:70][C:69]2[N:65]([C:61]3[CH:62]=[CH:63][CH:64]=[C:59]([Cl:58])[CH:60]=3)[N:66]=[C:67]([C:72]([F:73])([F:74])[F:75])[CH:68]=2)=[O:15])[CH:5]=[CH:6][C:7]=1[S:8]([CH3:11])(=[O:9])=[O:10]. The yield is 0.840. (5) The reactants are [CH3:1][O:2][C:3]([C:5]1[CH:6]=[CH:7][C:8]([C:24]2[CH:29]=[CH:28][N:27]=[C:26]([NH:30][CH:31]3[CH2:36][CH2:35][CH2:34][CH2:33][CH2:32]3)[CH:25]=2)=[N:9][C:10]=1[N:11]1[CH2:16][CH2:15][N:14](C(OC(C)(C)C)=O)[CH2:13][CH2:12]1)=[O:4].FC(F)(F)C(O)=O. The catalyst is C(Cl)Cl. The product is [CH3:1][O:2][C:3]([C:5]1[CH:6]=[CH:7][C:8]([C:24]2[CH:29]=[CH:28][N:27]=[C:26]([NH:30][CH:31]3[CH2:36][CH2:35][CH2:34][CH2:33][CH2:32]3)[CH:25]=2)=[N:9][C:10]=1[N:11]1[CH2:16][CH2:15][NH:14][CH2:13][CH2:12]1)=[O:4]. The yield is 0.350. (6) The reactants are [NH2:1][C:2]1[CH:3]=[CH:4][C:5]([OH:11])=[C:6]([CH:10]=1)[C:7]([OH:9])=[O:8].S(=O)(=O)(O)O.[CH3:17]O. No catalyst specified. The product is [NH2:1][C:2]1[CH:3]=[CH:4][C:5]([OH:11])=[C:6]([CH:10]=1)[C:7]([O:9][CH3:17])=[O:8]. The yield is 0.890. (7) The reactants are Cl[C:2]1[C:11]2[C:6](=[CH:7][C:8]([O:14][CH2:15][CH:16]3[CH2:21][CH2:20][N:19](CC#N)[CH2:18][CH2:17]3)=[C:9]([O:12][CH3:13])[CH:10]=2)[N:5]=[CH:4][N:3]=1.[OH:25][C:26]1[CH:27]=[C:28]2[C:32](=[CH:33][CH:34]=1)[NH:31][CH:30]=[CH:29]2.[C:35](=O)([O-])[O-].[Cs+].[Cs+].C[N:42]([CH:44]=O)C. No catalyst specified. The product is [C:44]([CH2:35][CH:15]([CH:16]1[CH2:17][CH2:18][NH:19][CH2:20][CH2:21]1)[O:14][C:8]1[CH:7]=[C:6]2[C:11]([C:2]([O:25][C:26]3[CH:27]=[C:28]4[C:32](=[CH:33][CH:34]=3)[NH:31][CH:30]=[CH:29]4)=[N:3][CH:4]=[N:5]2)=[CH:10][C:9]=1[O:12][CH3:13])#[N:42]. The yield is 0.170.